From a dataset of Catalyst prediction with 721,799 reactions and 888 catalyst types from USPTO. Predict which catalyst facilitates the given reaction. (1) Reactant: [N:1]1[CH:6]=[CH:5][CH:4]=[CH:3][C:2]=1[NH2:7].[CH3:8][CH:9]([CH3:13])[C:10](=O)[CH3:11].C(O[BH-](OC(=O)C)OC(=O)C)(=O)C.[Na+]. Product: [CH3:8][CH:9]([CH3:13])[CH:10]([NH:7][C:2]1[CH:3]=[CH:4][CH:5]=[CH:6][N:1]=1)[CH3:11]. The catalyst class is: 15. (2) Product: [Cl:3][C:4]1[C:9]([CH:10]([OH:12])[CH3:11])=[CH:8][CH:7]=[C:6]([Cl:13])[N:5]=1. Reactant: [BH4-].[Na+].[Cl:3][C:4]1[C:9]([C:10](=[O:12])[CH3:11])=[CH:8][CH:7]=[C:6]([Cl:13])[N:5]=1. The catalyst class is: 5. (3) Reactant: [F:1][C:2]1[CH:7]=[C:6]([F:8])[CH:5]=[CH:4][C:3]=1[C@@:9]([NH:20][S@@](C(C)(C)C)=O)([CH2:11][C@@H:12]([OH:19])[C:13]1[C:14]([CH3:18])=[N:15][O:16][CH:17]=1)[CH3:10].Cl.O1CCOCC1. The catalyst class is: 5. Product: [NH4+:15].[OH-:16].[NH2:20][C@@:9]([C:3]1[CH:4]=[CH:5][C:6]([F:8])=[CH:7][C:2]=1[F:1])([CH3:10])[CH2:11][C@H:12]([C:13]1[C:14]([CH3:18])=[N:15][O:16][CH:17]=1)[OH:19]. (4) Reactant: [CH3:1][O:2][C:3]1[CH:4]=[C:5]2[C:10](=[CH:11][C:12]=1[O:13][CH2:14][CH2:15][CH2:16][N:17]1[CH2:22][CH2:21][N:20]([CH3:23])[CH2:19][CH2:18]1)[NH:9][C:8](=O)[NH:7][CH2:6]2.S(Cl)([Cl:27])=O. Product: [Cl:27][C:6]1[C:5]2[C:10](=[CH:11][C:12]([O:13][CH2:14][CH2:15][CH2:16][N:17]3[CH2:22][CH2:21][N:20]([CH3:23])[CH2:19][CH2:18]3)=[C:3]([O:2][CH3:1])[CH:4]=2)[N:9]=[CH:8][N:7]=1. The catalyst class is: 3. (5) Reactant: [C:1]([C:3]1[C:4]([NH2:10])=[N:5][C:6]([NH2:9])=[CH:7][CH:8]=1)#[CH:2].[C:11]1([S:17][CH2:18][C:19]2[CH:24]=[CH:23][C:22]([CH2:25][C:26](Cl)=[N:27][OH:28])=[CH:21][CH:20]=2)[CH:16]=[CH:15][CH:14]=[CH:13][CH:12]=1.C(N(CC)CC)C. Product: [C:11]1([S:17][CH2:18][C:19]2[CH:24]=[CH:23][C:22]([CH2:25][C:26]3[CH:2]=[C:1]([C:3]4[C:4]([NH2:10])=[N:5][C:6]([NH2:9])=[CH:7][CH:8]=4)[O:28][N:27]=3)=[CH:21][CH:20]=2)[CH:12]=[CH:13][CH:14]=[CH:15][CH:16]=1. The catalyst class is: 7. (6) Product: [C:9]1(=[N:8][OH:7])[CH:12]2[CH2:13][C:14]3[CH:15]=[CH:16][CH:17]=[CH:18][C:19]=3[CH:11]2[CH2:10]1. The catalyst class is: 5. Reactant: C([O-])(=O)C.[Na+].Cl.[OH:7][NH2:8].[C:9]1(=O)[CH:12]2[CH2:13][C:14]3[CH:15]=[CH:16][CH:17]=[CH:18][C:19]=3[CH:11]2[CH2:10]1.